This data is from Forward reaction prediction with 1.9M reactions from USPTO patents (1976-2016). The task is: Predict the product of the given reaction. (1) Given the reactants [F:1][C:2]([F:19])([F:18])[C:3]1[CH:4]=[C:5]([CH:15]=[CH:16][CH:17]=1)[NH:6][CH2:7][C:8]([O:10][C:11]([CH3:14])([CH3:13])[CH3:12])=[O:9].[Cl:20][CH2:21][C:22](Cl)=[O:23].C([N+](CCCC)(CCCC)CCCC)CCC.C([O-])([O-])=O.[K+].[K+], predict the reaction product. The product is: [Cl:20][CH2:21][C:22]([N:6]([CH2:7][C:8]([O:10][C:11]([CH3:13])([CH3:14])[CH3:12])=[O:9])[C:5]1[CH:15]=[CH:16][CH:17]=[C:3]([C:2]([F:18])([F:19])[F:1])[CH:4]=1)=[O:23]. (2) Given the reactants [CH3:1][N:2]1[CH:6]=[C:5]([C:7]2[C:15]3[CH:14]=[C:13]([C:16]4[CH:21]=[CH:20][CH:19]=[CH:18][CH:17]=4)[N:12]=[N:11][C:10]=3[N:9](S(C3C=CC=CC=3)(=O)=O)[CH:8]=2)[CH:4]=[N:3]1.[OH-].[Na+], predict the reaction product. The product is: [CH3:1][N:2]1[CH:6]=[C:5]([C:7]2[C:15]3[CH:14]=[C:13]([C:16]4[CH:17]=[CH:18][CH:19]=[CH:20][CH:21]=4)[N:12]=[N:11][C:10]=3[NH:9][CH:8]=2)[CH:4]=[N:3]1. (3) Given the reactants Cl[C:2]1[C:11]2[C:6](=[CH:7][C:8]([O:14][CH2:15][CH2:16][CH2:17][N:18]3[CH2:23][CH2:22][CH2:21][CH2:20][CH2:19]3)=[C:9]([O:12][CH3:13])[CH:10]=2)[N:5]=[CH:4][N:3]=1.[F:24][C:25]1[CH:33]=[C:32]2[C:28]([CH:29]=[CH:30][NH:31]2)=[CH:27][C:26]=1[OH:34].C(=O)([O-])[O-].[K+].[K+], predict the reaction product. The product is: [F:24][C:25]1[CH:33]=[C:32]2[C:28]([CH:29]=[CH:30][NH:31]2)=[CH:27][C:26]=1[O:34][C:2]1[C:11]2[C:6](=[CH:7][C:8]([O:14][CH2:15][CH2:16][CH2:17][N:18]3[CH2:23][CH2:22][CH2:21][CH2:20][CH2:19]3)=[C:9]([O:12][CH3:13])[CH:10]=2)[N:5]=[CH:4][N:3]=1.